Dataset: Full USPTO retrosynthesis dataset with 1.9M reactions from patents (1976-2016). Task: Predict the reactants needed to synthesize the given product. (1) Given the product [Cl:1][C:2]1[CH:7]=[CH:6][C:5]([CH:8]([C:19]2[CH:20]=[CH:21][C:22]([S:25]([CH3:28])(=[O:26])=[O:27])=[CH:23][CH:24]=2)[CH2:9][C:10]([C:12]2[CH:13]=[CH:14][C:15](=[O:18])[N:16]([CH2:31][C:32]([NH2:34])=[O:33])[CH:17]=2)=[O:11])=[C:4]([CH3:29])[CH:3]=1, predict the reactants needed to synthesize it. The reactants are: [Cl:1][C:2]1[CH:7]=[CH:6][C:5]([CH:8]([C:19]2[CH:24]=[CH:23][C:22]([S:25]([CH3:28])(=[O:27])=[O:26])=[CH:21][CH:20]=2)[CH2:9][C:10]([C:12]2[CH:13]=[CH:14][C:15](=[O:18])[NH:16][CH:17]=2)=[O:11])=[C:4]([CH3:29])[CH:3]=1.I[CH2:31][C:32]([NH2:34])=[O:33].C(=O)([O-])[O-].[K+].[K+]. (2) Given the product [Br:24][C:25]1[CH:30]=[CH:29][C:28]([O:31][CH3:32])=[CH:27][C:26]=1[CH2:33][CH:13]([C:15]1[CH:23]=[CH:22][C:18]([C:19]([O:21][CH3:1])=[O:20])=[CH:17][CH:16]=1)[CH3:14], predict the reactants needed to synthesize it. The reactants are: [CH2:1]([Li])CCC.C(NC(C)C)(C)C.[CH2:13]([C:15]1[CH:23]=[CH:22][C:18]([C:19]([OH:21])=[O:20])=[CH:17][CH:16]=1)[CH3:14].[Br:24][C:25]1[CH:30]=[CH:29][C:28]([O:31][CH3:32])=[CH:27][C:26]=1[CH2:33]Br. (3) The reactants are: [C:1]([OH:5])(=O)[CH:2]=[CH2:3].C(N=C=[N:10][CH2:11][CH2:12][CH2:13]N(C)C)C.[NH2:17][C:18]([OH:24])([CH2:22][CH3:23])C(O)=O. Given the product [CH2:11]([NH:10][C:1](=[O:5])[CH3:2])[CH2:12][CH3:13].[CH2:1]([NH:17][C:18](=[O:24])[CH:22]=[CH2:23])[CH2:2][CH3:3], predict the reactants needed to synthesize it. (4) Given the product [CH3:1][N:2]1[CH2:7][CH2:6][CH2:5][C@@H:4]([O:8][C:9]2[C:17]3[C:16]4[CH:18]=[C:19]([C:22]#[N:23])[N:20]=[CH:21][C:15]=4[NH:14][C:13]=3[N:12]=[CH:11][CH:10]=2)[CH2:3]1, predict the reactants needed to synthesize it. The reactants are: [CH3:1][N:2]1[CH2:7][CH2:6][CH2:5][C@@H:4]([O:8][C:9]2[C:17]3[C:16]4[CH:18]=[C:19]([C:22]#[N:23])[N:20]=[CH:21][C:15]=4[N:14](COCC[Si](C)(C)C)[C:13]=3[N:12]=[CH:11][CH:10]=2)[CH2:3]1.Br.[OH-].[Na+].Cl. (5) Given the product [Cl:20][C:21]1[CH:22]=[CH:23][C:24]([C:27]([C:29]2[N:33]([CH3:34])[CH:32]=[N:31][CH:30]=2)=[O:28])=[CH:25][N:2]=1, predict the reactants needed to synthesize it. The reactants are: C[N:2]1C=CN=C1.[Li]CCCC.[Si](Cl)(CC)(CC)CC.[Cl:20][C:21]1C=[CH:25][C:24]([C:27]([C:29]2[N:33]([CH3:34])[CH:32]=[N:31][CH:30]=2)=[O:28])=[CH:23][CH:22]=1.Cl.[OH-].[Na+]. (6) Given the product [CH2:1]([C:3]1[C:4](=[O:16])[NH:5][C:6]([CH3:15])=[C:7]([C:9]2[O:10][C:11]([CH3:14])=[N:12][N:13]=2)[CH:8]=1)[CH3:2], predict the reactants needed to synthesize it. The reactants are: [CH2:1]([C:3]1[C:4]([O:16]C)=[N:5][C:6]([CH3:15])=[C:7]([C:9]2[O:10][C:11]([CH3:14])=[N:12][N:13]=2)[CH:8]=1)[CH3:2].[I-].[Na+].Cl[Si](C)(C)C. (7) Given the product [NH2:52][C:53]1[CH:58]=[C:57]([CH3:59])[CH:56]=[CH:55][C:54]=1[NH:60][C:61](=[O:72])[C:62]1[CH:67]=[CH:66][C:65]([NH:68][CH2:69][CH2:70][NH:71][C:19]([C:15]2[C:14]([CH3:22])=[C:13](/[CH:12]=[C:5]3\[C:6](=[O:11])[NH:7][C:8]4[C:4]\3=[CH:3][C:2]([F:1])=[CH:10][CH:9]=4)[NH:17][C:16]=2[CH3:18])=[O:20])=[N:64][CH:63]=1, predict the reactants needed to synthesize it. The reactants are: [F:1][C:2]1[CH:3]=[C:4]2[C:8](=[CH:9][CH:10]=1)[NH:7][C:6](=[O:11])/[C:5]/2=[CH:12]\[C:13]1[NH:17][C:16]([CH3:18])=[C:15]([C:19](O)=[O:20])[C:14]=1[CH3:22].Cl.C(N=C=NCCCN(C)C)C.OC1C2N=NNC=2C=CC=1.C(N(CC)CC)C.[NH2:52][C:53]1[CH:58]=[C:57]([CH3:59])[CH:56]=[CH:55][C:54]=1[NH:60][C:61](=[O:72])[C:62]1[CH:67]=[CH:66][C:65]([NH:68][CH2:69][CH2:70][NH2:71])=[N:64][CH:63]=1.